Dataset: Full USPTO retrosynthesis dataset with 1.9M reactions from patents (1976-2016). Task: Predict the reactants needed to synthesize the given product. (1) Given the product [N+:1]([C:4]1[C:13]([NH2:14])=[CH:12][CH:11]=[C:10]2[C:5]=1[CH2:6][CH2:7][CH2:8][O:9]2)([O-:3])=[O:2], predict the reactants needed to synthesize it. The reactants are: [N+:1]([C:4]1[C:13]([NH:14]C(=O)C)=[CH:12][CH:11]=[C:10]2[C:5]=1[CH2:6][CH2:7][CH2:8][O:9]2)([O-:3])=[O:2].[OH-].[Na+]. (2) Given the product [Cl:13][C:10]1[S:9][C:8]([C:6]2[N:5]=[C:4]3[CH2:14][CH2:15][CH2:16][C:3]3=[C:2]([NH:17][C:18]3[CH:19]=[CH:20][C:21]([CH2:24][C:25]([O:27][CH2:28][CH3:29])=[O:26])=[CH:22][CH:23]=3)[CH:7]=2)=[CH:12][CH:11]=1, predict the reactants needed to synthesize it. The reactants are: Cl[C:2]1[CH:7]=[C:6]([C:8]2[S:9][C:10]([Cl:13])=[CH:11][CH:12]=2)[N:5]=[C:4]2[CH2:14][CH2:15][CH2:16][C:3]=12.[NH2:17][C:18]1[CH:23]=[CH:22][C:21]([CH2:24][C:25]([O:27][CH2:28][CH3:29])=[O:26])=[CH:20][CH:19]=1.